This data is from Reaction yield outcomes from USPTO patents with 853,638 reactions. The task is: Predict the reaction yield, written as a fraction of the theoretical maximum amount of product (1.0 means a 100% yield; for example, 0.34 means a 34% yield). (1) The reactants are [Cl:1][C:2]1[CH:7]=[CH:6][C:5]([C:8]2[S:12][C:11]([C:13](N(OC)C)=[O:14])=[C:10]([C:19]3[CH:24]=[CH:23][C:22]([S:25](=[O:32])(=[O:31])[N:26]=CN(C)C)=[CH:21][CH:20]=3)[C:9]=2[N:33]([CH3:35])[CH3:34])=[CH:4][CH:3]=1.[CH2:36]1COC[CH2:37]1. No catalyst specified. The product is [Cl:1][C:2]1[CH:3]=[CH:4][C:5]([C:8]2[S:12][C:11]([C:13](=[O:14])[CH2:36][CH3:37])=[C:10]([C:19]3[CH:24]=[CH:23][C:22]([S:25]([NH2:26])(=[O:31])=[O:32])=[CH:21][CH:20]=3)[C:9]=2[N:33]([CH3:34])[CH3:35])=[CH:6][CH:7]=1. The yield is 0.644. (2) The reactants are [NH:1]1[C:5]2[CH:6]=[CH:7][C:8]([C:10]([OH:12])=O)=[CH:9][C:4]=2[N:3]=[CH:2]1.[CH3:13][C:14]1([CH3:28])[CH2:23][C@H:22]2[C@H:17]([CH2:18][CH2:19][CH2:20][NH:21]2)[C:16]2[CH:24]=[CH:25][CH:26]=[CH:27][C:15]1=2. No catalyst specified. The product is [NH:1]1[C:5]2[CH:6]=[CH:7][C:8]([C:10]([N:21]3[C@@H:22]4[C@@H:17]([C:16]5[CH:24]=[CH:25][CH:26]=[CH:27][C:15]=5[C:14]([CH3:28])([CH3:13])[CH2:23]4)[CH2:18][CH2:19][CH2:20]3)=[O:12])=[CH:9][C:4]=2[N:3]=[CH:2]1. The yield is 0.580. (3) The reactants are [F:1][C:2]1[CH:7]=[CH:6][C:5]([F:8])=[CH:4][C:3]=1[C:9]1[S:13][C:12]([CH2:20][CH2:21][CH2:22][NH:23][C:24](=[O:30])[O:25][C:26]([CH3:29])([CH3:28])[CH3:27])([C:14]2[CH:19]=[CH:18][CH:17]=[CH:16][CH:15]=2)[NH:11][N:10]=1.[N:31]1([C:36](N2C=CN=C2)=[S:37])C=CN=C1.[NH2:43]N. The catalyst is C1COCC1. The product is [C:26]([O:25][C:24]([NH:23][CH2:22][CH2:21][CH2:20][C:12]1([C:14]2[CH:19]=[CH:18][CH:17]=[CH:16][CH:15]=2)[N:11]([C:36](=[S:37])[NH:31][NH2:43])[N:10]=[C:9]([C:3]2[CH:4]=[C:5]([F:8])[CH:6]=[CH:7][C:2]=2[F:1])[S:13]1)=[O:30])([CH3:27])([CH3:29])[CH3:28]. The yield is 0.250. (4) The reactants are [OH:1][CH:2]([C:4]1[C:5]2[CH:12]=[CH:11][CH:10]=[CH:9][C:6]=2[S:7][CH:8]=1)[CH3:3].C([Li])CCC.[C:18]([O:22][C:23]([N:25]1[CH2:30][CH2:29][C:28](=[O:31])[CH2:27][CH2:26]1)=[O:24])([CH3:21])([CH3:20])[CH3:19]. The catalyst is O1CCCC1.[Cl-].[Na+].O. The product is [OH:31][C:28]1([C:8]2[S:7][C:6]3[CH:9]=[CH:10][CH:11]=[CH:12][C:5]=3[C:4]=2[CH:2]([OH:1])[CH3:3])[CH2:27][CH2:26][N:25]([C:23]([O:22][C:18]([CH3:21])([CH3:20])[CH3:19])=[O:24])[CH2:30][CH2:29]1. The yield is 0.870. (5) The reactants are [O:1]1[CH2:5][CH2:4][O:3][C:2]21[CH2:11][CH2:10][CH:9]1[CH:7]([O:8]1)[CH2:6]2.[C:12]1([CH2:18][NH2:19])[CH:17]=[CH:16][CH:15]=[CH:14][CH:13]=1. The catalyst is CC(O)C. The product is [CH2:18]([NH:19][C@H:7]1[C@H:9]([OH:8])[CH2:10][CH2:11][C:2]2([O:3][CH2:4][CH2:5][O:1]2)[CH2:6]1)[C:12]1[CH:17]=[CH:16][CH:15]=[CH:14][CH:13]=1. The yield is 0.600. (6) The reactants are [CH2:1]([O:8][C:9]1[CH:14]=[CH:13][N:12]([C:15]2[CH:16]=[CH:17][C:18]3[O:35][C:22]4[CH2:23][N:24](C(OC(C)(C)C)=O)[CH2:25][CH2:26][CH2:27][C:21]=4[C:19]=3[CH:20]=2)[C:11](=[O:36])[CH:10]=1)[C:2]1[CH:7]=[CH:6][CH:5]=[CH:4][CH:3]=1.[ClH:37]. No catalyst specified. The product is [ClH:37].[CH2:1]([O:8][C:9]1[CH:14]=[CH:13][N:12]([C:15]2[CH:16]=[CH:17][C:18]3[O:35][C:22]4[CH2:23][NH:24][CH2:25][CH2:26][CH2:27][C:21]=4[C:19]=3[CH:20]=2)[C:11](=[O:36])[CH:10]=1)[C:2]1[CH:3]=[CH:4][CH:5]=[CH:6][CH:7]=1. The yield is 0.960. (7) The reactants are Cl.[F:2][C:3]([F:35])([F:34])[C:4]1[CH:5]=[C:6]([C@H:14]([N:16]([CH3:33])[C:17]([C@H:19]2[CH2:24][CH2:23][NH:22][CH2:21][C@@H:20]2[C:25]2[CH:30]=[CH:29][C:28]([F:31])=[CH:27][C:26]=2[CH3:32])=[O:18])[CH3:15])[CH:7]=[C:8]([C:10]([F:13])([F:12])[F:11])[CH:9]=1.[N:36]1[CH:41]=[C:40]([C:42](O)=[O:43])[CH:39]=[N:38][CH:37]=1.CCN=C=NCCCN(C)C.Cl.C1C=CC2N(O)N=NC=2C=1. The catalyst is C1COCC1.O.CCN(CC)CC. The product is [F:35][C:3]([F:2])([F:34])[C:4]1[CH:5]=[C:6]([C@H:14]([N:16]([CH3:33])[C:17]([C@H:19]2[CH2:24][CH2:23][N:22]([C:42]([C:40]3[CH:41]=[N:36][CH:37]=[N:38][CH:39]=3)=[O:43])[CH2:21][C@@H:20]2[C:25]2[CH:30]=[CH:29][C:28]([F:31])=[CH:27][C:26]=2[CH3:32])=[O:18])[CH3:15])[CH:7]=[C:8]([C:10]([F:12])([F:13])[F:11])[CH:9]=1. The yield is 0.800. (8) The reactants are C=O.[CH3:3][O:4][C:5]1[CH:10]=[C:9]([CH:11]2[CH2:16][CH2:15][NH:14][CH2:13][CH2:12]2)[CH:8]=[CH:7][C:6]=1[NH:17][C:18]1[N:23]=[C:22]([CH2:24][CH2:25][C:26]2[CH:31]=[CH:30][CH:29]=[CH:28][C:27]=2[CH2:32][C:33]([NH2:35])=[O:34])[C:21]([C:36]([F:39])([F:38])[F:37])=[CH:20][N:19]=1.[C:40](O[BH-](OC(=O)C)OC(=O)C)(=O)C.[Na+].CO.C(Cl)Cl. The catalyst is CO.C(OCC)(=O)C. The product is [CH3:3][O:4][C:5]1[CH:10]=[C:9]([CH:11]2[CH2:16][CH2:15][N:14]([CH3:40])[CH2:13][CH2:12]2)[CH:8]=[CH:7][C:6]=1[NH:17][C:18]1[N:23]=[C:22]([CH2:24][CH2:25][C:26]2[CH:31]=[CH:30][CH:29]=[CH:28][C:27]=2[CH2:32][C:33]([NH2:35])=[O:34])[C:21]([C:36]([F:37])([F:38])[F:39])=[CH:20][N:19]=1. The yield is 0.610.